Dataset: Retrosynthesis with 50K atom-mapped reactions and 10 reaction types from USPTO. Task: Predict the reactants needed to synthesize the given product. (1) Given the product CCOC(=O)c1cc(Oc2ccc(C#N)cc2)cc(Oc2c(F)cc(CNC(=O)OC(C)(C)C)cc2F)c1, predict the reactants needed to synthesize it. The reactants are: CCOC(=O)c1cc(O)cc(Oc2c(F)cc(CNC(=O)OC(C)(C)C)cc2F)c1.N#Cc1ccc(F)cc1. (2) Given the product O=C(NCCOc1ccc(CC(Oc2ccccc2)C(=O)O)cc1[N+](=O)[O-])c1ccc(-c2ccccn2)cc1, predict the reactants needed to synthesize it. The reactants are: CCOC(=O)C(Cc1ccc(OCCNC(=O)c2ccc(-c3ccccn3)cc2)c([N+](=O)[O-])c1)Oc1ccccc1. (3) Given the product O=C(Nc1ccc(I)cc1C(=O)O)Nc1c(Cl)cccc1Cl, predict the reactants needed to synthesize it. The reactants are: Nc1ccc(I)cc1C(=O)O.O=C=Nc1c(Cl)cccc1Cl. (4) Given the product Cc1nc2c(OCc3ccccc3)cc(Br)cc2n1COCC[Si](C)(C)C, predict the reactants needed to synthesize it. The reactants are: C[Si](C)(C)CCOCCl.Cc1nc2c(OCc3ccccc3)cc(Br)cc2[nH]1. (5) Given the product CCOC(=O)CCN(C)C(=O)OCc1ccccc1, predict the reactants needed to synthesize it. The reactants are: CCOC(=O)CCNC(=O)OCc1ccccc1.CI. (6) The reactants are: CC(C)CCC(CC(O)C(N)Cc1ccccc1)S(=O)(=O)c1ccccc1.O=C(O)c1cnc2ccccc2n1. Given the product CC(C)CCC(CC(O)C(Cc1ccccc1)NC(=O)c1cnc2ccccc2n1)S(=O)(=O)c1ccccc1, predict the reactants needed to synthesize it. (7) The reactants are: C1COCCN1.COc1cc2c(nc1OC)c(-c1cc3cccnc3n1S(=O)(=O)c1ccc(C)cc1)cn2CCI. Given the product COc1cc2c(nc1OC)c(-c1cc3cccnc3n1S(=O)(=O)c1ccc(C)cc1)cn2CCN1CCOCC1, predict the reactants needed to synthesize it. (8) Given the product CC1(C)Cc2cc(Cl)cc(NC(=O)Cn3nc(C(F)(F)F)c4c3CCCC4)c2O1, predict the reactants needed to synthesize it. The reactants are: CC1(C)Cc2cc(Cl)cc(N)c2O1.O=C(O)Cn1nc(C(F)(F)F)c2c1CCCC2.